This data is from Catalyst prediction with 721,799 reactions and 888 catalyst types from USPTO. The task is: Predict which catalyst facilitates the given reaction. (1) Reactant: [Br:1][C:2]1[CH:7]=[CH:6][C:5]([CH:8]2[CH2:13][CH2:12][NH:11][CH2:10][CH2:9]2)=[CH:4][CH:3]=1.C(N(CC)CC)C.[C:21](O[C:21]([O:23][C:24]([CH3:27])([CH3:26])[CH3:25])=[O:22])([O:23][C:24]([CH3:27])([CH3:26])[CH3:25])=[O:22].O. Product: [C:24]([O:23][C:21]([N:11]1[CH2:10][CH2:9][CH:8]([C:5]2[CH:6]=[CH:7][C:2]([Br:1])=[CH:3][CH:4]=2)[CH2:13][CH2:12]1)=[O:22])([CH3:27])([CH3:26])[CH3:25]. The catalyst class is: 840. (2) Reactant: [Cl:1][C:2]1[C:7]([CH:8]=O)=[CH:6][N:5]=[C:4]2[NH:10][CH:11]=[CH:12][C:3]=12.[F:13][C:14]1[C:20]([O:21][CH3:22])=[CH:19][C:18]([O:23][CH3:24])=[C:17]([F:25])[C:15]=1[NH2:16].O.C1(C)C=CC(S(O)(=O)=O)=CC=1.O. Product: [Cl:1][C:2]1[C:7](/[CH:8]=[N:16]/[C:15]2[C:17]([F:25])=[C:18]([O:23][CH3:24])[CH:19]=[C:20]([O:21][CH3:22])[C:14]=2[F:13])=[CH:6][N:5]=[C:4]2[NH:10][CH:11]=[CH:12][C:3]=12. The catalyst class is: 11.